Dataset: Retrosynthesis with 50K atom-mapped reactions and 10 reaction types from USPTO. Task: Predict the reactants needed to synthesize the given product. Given the product N#Cc1cccc(S(=O)(=O)Nc2ccc(Cl)cc2C(=O)c2ccncc2)c1, predict the reactants needed to synthesize it. The reactants are: N#Cc1cccc(S(=O)(=O)Cl)c1.Nc1ccc(Cl)cc1C(=O)c1ccncc1.